Dataset: NCI-60 drug combinations with 297,098 pairs across 59 cell lines. Task: Regression. Given two drug SMILES strings and cell line genomic features, predict the synergy score measuring deviation from expected non-interaction effect. (1) Drug 1: CC12CCC3C(C1CCC2O)C(CC4=C3C=CC(=C4)O)CCCCCCCCCS(=O)CCCC(C(F)(F)F)(F)F. Drug 2: CCCCCOC(=O)NC1=NC(=O)N(C=C1F)C2C(C(C(O2)C)O)O. Cell line: OVCAR-5. Synergy scores: CSS=2.92, Synergy_ZIP=3.52, Synergy_Bliss=-2.45, Synergy_Loewe=-1.71, Synergy_HSA=-3.29. (2) Drug 1: C1CC(C1)(C(=O)O)C(=O)O.[NH2-].[NH2-].[Pt+2]. Drug 2: C1=CC=C(C=C1)NC(=O)CCCCCCC(=O)NO. Cell line: BT-549. Synergy scores: CSS=19.1, Synergy_ZIP=-3.94, Synergy_Bliss=0.110, Synergy_Loewe=2.65, Synergy_HSA=3.27. (3) Drug 1: C1=CC(=CC=C1CCCC(=O)O)N(CCCl)CCCl. Drug 2: CC1=C2C(C(=O)C3(C(CC4C(C3C(C(C2(C)C)(CC1OC(=O)C(C(C5=CC=CC=C5)NC(=O)OC(C)(C)C)O)O)OC(=O)C6=CC=CC=C6)(CO4)OC(=O)C)O)C)O. Cell line: T-47D. Synergy scores: CSS=25.2, Synergy_ZIP=-12.5, Synergy_Bliss=-8.75, Synergy_Loewe=-7.98, Synergy_HSA=-6.06. (4) Drug 1: CS(=O)(=O)OCCCCOS(=O)(=O)C. Drug 2: C1=NNC2=C1C(=O)NC=N2. Cell line: COLO 205. Synergy scores: CSS=16.1, Synergy_ZIP=-8.21, Synergy_Bliss=-7.78, Synergy_Loewe=0.381, Synergy_HSA=-1.79. (5) Drug 1: CC1OCC2C(O1)C(C(C(O2)OC3C4COC(=O)C4C(C5=CC6=C(C=C35)OCO6)C7=CC(=C(C(=C7)OC)O)OC)O)O. Drug 2: C1CCC(CC1)NC(=O)N(CCCl)N=O. Cell line: ACHN. Synergy scores: CSS=66.9, Synergy_ZIP=7.26, Synergy_Bliss=7.43, Synergy_Loewe=-11.7, Synergy_HSA=10.4. (6) Drug 1: C1CC(=O)NC(=O)C1N2CC3=C(C2=O)C=CC=C3N. Drug 2: C1=CC=C(C(=C1)C(C2=CC=C(C=C2)Cl)C(Cl)Cl)Cl. Cell line: HCC-2998. Synergy scores: CSS=1.50, Synergy_ZIP=0.281, Synergy_Bliss=6.61, Synergy_Loewe=6.41, Synergy_HSA=5.78. (7) Drug 1: C1=CC(=CC=C1CCCC(=O)O)N(CCCl)CCCl. Drug 2: CS(=O)(=O)CCNCC1=CC=C(O1)C2=CC3=C(C=C2)N=CN=C3NC4=CC(=C(C=C4)OCC5=CC(=CC=C5)F)Cl. Cell line: MDA-MB-231. Synergy scores: CSS=24.3, Synergy_ZIP=-0.384, Synergy_Bliss=0.576, Synergy_Loewe=-2.79, Synergy_HSA=-2.08.